This data is from Full USPTO retrosynthesis dataset with 1.9M reactions from patents (1976-2016). The task is: Predict the reactants needed to synthesize the given product. (1) Given the product [Cl:3][C:4]1[N:9]=[C:8]([C:10]2[C:18]3[C:13](=[CH:14][CH:15]=[CH:16][CH:17]=3)[N:12]([CH3:19])[CH:11]=2)[CH:7]=[CH:6][N:5]=1, predict the reactants needed to synthesize it. The reactants are: [H-].[Na+].[Cl:3][C:4]1[N:9]=[C:8]([C:10]2[C:18]3[C:13](=[CH:14][CH:15]=[CH:16][CH:17]=3)[NH:12][CH:11]=2)[CH:7]=[CH:6][N:5]=1.[CH3:19]I. (2) Given the product [CH2:10]([N:17]1[C:22]([CH2:23][CH3:24])=[C:21]([CH3:25])[CH:20]=[C:19]([C:26]([OH:28])=[O:27])[C:18]1=[O:31])[C:11]1[CH:12]=[CH:13][CH:14]=[CH:15][CH:16]=1, predict the reactants needed to synthesize it. The reactants are: [OH-].[Na+].CO.C1COCC1.[CH2:10]([N:17]1[C:22]([CH2:23][CH3:24])=[C:21]([CH3:25])[CH:20]=[C:19]([C:26]([O:28]CC)=[O:27])[C:18]1=[O:31])[C:11]1[CH:16]=[CH:15][CH:14]=[CH:13][CH:12]=1.Cl. (3) The reactants are: [C:1]([C:3]1[C:11]2[C:6](=[CH:7][CH:8]=[CH:9][CH:10]=2)[NH:5][N:4]=1)#[CH:2].[N:12]([C:15]1[CH:20]=[CH:19][C:18]([Br:21])=[CH:17][CH:16]=1)=[N+:13]=[N-:14]. Given the product [Br:21][C:18]1[CH:19]=[CH:20][C:15]([N:12]2[CH:2]=[C:1]([C:3]3[C:11]4[C:6](=[CH:7][CH:8]=[CH:9][CH:10]=4)[NH:5][N:4]=3)[N:14]=[N:13]2)=[CH:16][CH:17]=1, predict the reactants needed to synthesize it. (4) Given the product [Cl:1][C:2]1[N:3]=[CH:4][C:5]([C:6]([NH:16][C:15]2[CH:17]=[CH:18][C:19]([O:24][CH3:25])=[C:20]([N+:21]([O-:23])=[O:22])[C:14]=2[N+:11]([O-:13])=[O:12])=[O:7])=[CH:9][CH:10]=1, predict the reactants needed to synthesize it. The reactants are: [Cl:1][C:2]1[CH:10]=[CH:9][C:5]([C:6](Cl)=[O:7])=[CH:4][N:3]=1.[N+:11]([C:14]1[C:20]([N+:21]([O-:23])=[O:22])=[C:19]([O:24][CH3:25])[CH:18]=[CH:17][C:15]=1[NH2:16])([O-:13])=[O:12].